This data is from Full USPTO retrosynthesis dataset with 1.9M reactions from patents (1976-2016). The task is: Predict the reactants needed to synthesize the given product. (1) Given the product [N+:29](=[C:11]([C:2]1[CH:3]=[CH:4][C:5]2[C:10](=[CH:9][CH:8]=[CH:7][CH:6]=2)[CH:1]=1)[C:12]([O:14][CH3:15])=[O:13])=[N-:30], predict the reactants needed to synthesize it. The reactants are: [CH:1]1[C:10]2[C:5](=[CH:6][CH:7]=[CH:8][CH:9]=2)[CH:4]=[CH:3][C:2]=1[CH2:11][C:12]([O:14][CH3:15])=[O:13].CC(NC1C=CC(S([N:29]=[N+:30]=[N-])(=O)=O)=CC=1)=O.C1CCN2C(=NCCC2)CC1.[NH4+].[Cl-]. (2) Given the product [ClH:37].[C:1]1([N:7]([CH2:30][CH2:31][C:32]([O:34][CH2:35][CH3:36])=[O:33])[C:8]([C:10]2[CH:11]=[CH:12][C:13]3[S:17][C:16]([CH2:18][N:19]([C:21]4[CH:22]=[CH:23][C:24]([C:27](=[NH:45])[NH2:28])=[CH:25][CH:26]=4)[CH3:20])=[N:15][C:14]=3[CH:29]=2)=[O:9])[CH:6]=[CH:5][CH:4]=[CH:3][CH:2]=1, predict the reactants needed to synthesize it. The reactants are: [C:1]1([N:7]([CH2:30][CH2:31][C:32]([O:34][CH2:35][CH3:36])=[O:33])[C:8]([C:10]2[CH:11]=[CH:12][C:13]3[S:17][C:16]([CH2:18][N:19]([C:21]4[CH:26]=[CH:25][C:24]([C:27]#[N:28])=[CH:23][CH:22]=4)[CH3:20])=[N:15][C:14]=3[CH:29]=2)=[O:9])[CH:6]=[CH:5][CH:4]=[CH:3][CH:2]=1.[ClH:37].C(O)C.C(=O)([O-])[O-].[NH4+:45].[NH4+].